Dataset: Reaction yield outcomes from USPTO patents with 853,638 reactions. Task: Predict the reaction yield, written as a fraction of the theoretical maximum amount of product (1.0 means a 100% yield; for example, 0.34 means a 34% yield). (1) The reactants are Cl[C:2](OC1C=CC([N+]([O-])=O)=CC=1)=[O:3].CCN(C(C)C)C(C)C.[CH3:23][N:24]1[CH2:29][CH2:28][N:27]([CH3:30])[CH2:26][C@H:25]1[CH2:31][OH:32].[F:33][C:34]1[CH:39]=[C:38]([F:40])[CH:37]=[CH:36][C:35]=1[N:41]1[CH2:46][CH2:45][NH:44][CH2:43][CH2:42]1. The catalyst is C(Cl)Cl. The product is [F:33][C:34]1[CH:39]=[C:38]([F:40])[CH:37]=[CH:36][C:35]=1[N:41]1[CH2:42][CH2:43][N:44]([C:2]([O:32][CH2:31][C@@H:25]2[CH2:26][N:27]([CH3:30])[CH2:28][CH2:29][N:24]2[CH3:23])=[O:3])[CH2:45][CH2:46]1. The yield is 0.394. (2) The reactants are [NH2:1][C:2]1[C:3]([C:12]([NH2:14])=[O:13])=[N:4][N:5]2[CH2:10][CH2:9][CH2:8][C:7](=[O:11])[C:6]=12.[F:15][C:16]([F:31])([F:30])[C:17]1[C:25]2[CH2:24][CH2:23][CH2:22][CH2:21][C:20]=2[N:19]([CH2:26][C:27](O)=[O:28])[N:18]=1.CCN=C=NCCCN(C)C.CC(N(C)C)=O. The catalyst is O1CCOCC1. The product is [O:11]=[C:7]1[CH2:8][CH2:9][CH2:10][N:5]2[N:4]=[C:3]([C:12]([NH2:14])=[O:13])[C:2]([NH:1][C:27](=[O:28])[CH2:26][N:19]3[C:20]4[CH2:21][CH2:22][CH2:23][CH2:24][C:25]=4[C:17]([C:16]([F:30])([F:15])[F:31])=[N:18]3)=[C:6]12. The yield is 0.260. (3) The reactants are [S:1]1[C:9]2[C:4](=[N:5][CH:6]=[CH:7][CH:8]=2)[N:3]=[C:2]1[O:10][C:11]1[CH:12]=[CH:13][C:14]2[O:18][C:17]([C:19](O)=[O:20])=[CH:16][C:15]=2[CH:22]=1.S(Cl)([Cl:25])=O. No catalyst specified. The product is [ClH:25].[S:1]1[C:9]2[C:4](=[N:5][CH:6]=[CH:7][CH:8]=2)[N:3]=[C:2]1[O:10][C:11]1[CH:12]=[CH:13][C:14]2[O:18][C:17]([C:19]([Cl:25])=[O:20])=[CH:16][C:15]=2[CH:22]=1. The yield is 0.980. (4) The reactants are [O:1]=[C:2]1[NH:11][C:10]2[N:9]=[C:8]([O:12][CH2:13][CH2:14][CH2:15][CH:16]=O)[CH:7]=[CH:6][C:5]=2[CH2:4][CH2:3]1.[N:18]1([C:24]2[C:32]3[O:31][C:30](=[O:33])[NH:29][C:28]=3[CH:27]=[CH:26][CH:25]=2)[CH2:23][CH2:22][NH:21][CH2:20][CH2:19]1.N1CCNCC1.[BH-](OC(C)=O)(OC(C)=O)OC(C)=O.[Na+].C([O-])(O)=O.[Na+]. The catalyst is ClCCCl.C(Cl)Cl.CO.CCOCC.CN(C=O)C. The product is [O:33]=[C:30]1[NH:29][C:28]2[CH:27]=[CH:26][CH:25]=[C:24]([N:18]3[CH2:23][CH2:22][N:21]([CH2:16][CH2:15][CH2:14][CH2:13][O:12][C:8]4[N:9]=[C:10]5[C:5]([CH2:4][CH2:3][C:2](=[O:1])[NH:11]5)=[CH:6][CH:7]=4)[CH2:20][CH2:19]3)[C:32]=2[O:31]1. The yield is 0.640. (5) The reactants are [ClH:1].[NH2:2][C@@H:3]([CH3:9])[C:4]([O:6][CH2:7][CH3:8])=[O:5].[P:10](Cl)(Cl)(=[O:22])[O:11][C:12]1[C:21]2[C:16](=[CH:17][CH:18]=[CH:19][CH:20]=2)[CH:15]=[CH:14][CH:13]=1.C(N(CC)CC)C. The catalyst is C(Cl)Cl. The product is [Cl:1][C:13]1[CH:14]=[CH:15][C:16]2[C:21](=[CH:20][CH:19]=[CH:18][CH:17]=2)[C:12]=1[O:11][P:10](=[N:2][C@@H:3]([CH3:9])[C:4]([O:6][CH2:7][CH3:8])=[O:5])=[O:22]. The yield is 0.900. (6) The reactants are [NH2:1][CH2:2][CH2:3][O:4][C:5]1[CH:10]=[CH:9][C:8]([NH:11][C:12](=[O:21])[C:13]2[CH:18]=[CH:17][CH:16]=[C:15]([O:19][CH3:20])[CH:14]=2)=[CH:7][C:6]=1[C:22]1[N:26]([CH3:27])[N:25]=[CH:24][CH:23]=1.C(N(CC)C(C)C)(C)C.Cl[C:38]([O:40][CH2:41][CH2:42][Cl:43])=[O:39]. No catalyst specified. The product is [Cl:43][CH2:42][CH2:41][O:40][C:38](=[O:39])[NH:1][CH2:2][CH2:3][O:4][C:5]1[CH:10]=[CH:9][C:8]([NH:11][C:12](=[O:21])[C:13]2[CH:18]=[CH:17][CH:16]=[C:15]([O:19][CH3:20])[CH:14]=2)=[CH:7][C:6]=1[C:22]1[N:26]([CH3:27])[N:25]=[CH:24][CH:23]=1. The yield is 0.380. (7) The reactants are Br[C:2]1[CH:7]=[CH:6][C:5]([C@@H:8]([N:10]2[CH2:15][CH2:14][C@:13]([CH2:22][C:23]([OH:26])([CH3:25])[CH3:24])([C:16]3[CH:21]=[CH:20][CH:19]=[CH:18][CH:17]=3)[O:12][C:11]2=[O:27])[CH3:9])=[CH:4][CH:3]=1.[CH3:28][C:29]1([CH3:45])[C:33]([CH3:35])([CH3:34])[O:32][B:31]([B:31]2[O:32][C:33]([CH3:35])([CH3:34])[C:29]([CH3:45])([CH3:28])[O:30]2)[O:30]1.CC([O-])=O.[K+]. The catalyst is CS(C)=O.C1C=CC(P([C]2[CH][CH][CH][CH]2)C2C=CC=CC=2)=CC=1.C1C=CC(P([C]2[CH][CH][CH][CH]2)C2C=CC=CC=2)=CC=1.Cl[Pd]Cl.[Fe]. The product is [OH:26][C:23]([CH3:25])([CH3:24])[CH2:22][C@@:13]1([C:16]2[CH:21]=[CH:20][CH:19]=[CH:18][CH:17]=2)[O:12][C:11](=[O:27])[N:10]([C@H:8]([C:5]2[CH:6]=[CH:7][C:2]([B:31]3[O:32][C:33]([CH3:35])([CH3:34])[C:29]([CH3:45])([CH3:28])[O:30]3)=[CH:3][CH:4]=2)[CH3:9])[CH2:15][CH2:14]1. The yield is 0.600.